From a dataset of Forward reaction prediction with 1.9M reactions from USPTO patents (1976-2016). Predict the product of the given reaction. (1) Given the reactants [C:1]([NH:4][C:5]1[CH:10]=[CH:9][C:8]([CH:11](O)[CH2:12][C:13]([O:15][CH2:16][CH3:17])=[O:14])=[CH:7][CH:6]=1)(=[O:3])[CH3:2].C(N(CC)CC)C.CS(Cl)(=O)=O.C1CCN2C(=NCCC2)CC1, predict the reaction product. The product is: [C:1]([NH:4][C:5]1[CH:10]=[CH:9][C:8]([CH:11]=[CH:12][C:13]([O:15][CH2:16][CH3:17])=[O:14])=[CH:7][CH:6]=1)(=[O:3])[CH3:2]. (2) The product is: [F:2][C:3]1[CH:4]=[C:5]([C:10]2[CH:11]=[N:12][N:13]([CH2:15][C@@H:16]([NH:18][C:25](=[O:26])[C:24]3[CH:28]=[C:20]([F:19])[CH:21]=[CH:22][C:23]=3[C:29]3[N:30]=[CH:31][CH:32]=[CH:33][N:34]=3)[CH3:17])[CH:14]=2)[CH:6]=[CH:7][C:8]=1[F:9]. Given the reactants Cl.[F:2][C:3]1[CH:4]=[C:5]([C:10]2[CH:11]=[N:12][N:13]([CH2:15][C@@H:16]([NH2:18])[CH3:17])[CH:14]=2)[CH:6]=[CH:7][C:8]=1[F:9].[F:19][C:20]1[CH:21]=[CH:22][C:23]([C:29]2[N:34]=[CH:33][CH:32]=[CH:31][N:30]=2)=[C:24]([CH:28]=1)[C:25](O)=[O:26], predict the reaction product.